From a dataset of Catalyst prediction with 721,799 reactions and 888 catalyst types from USPTO. Predict which catalyst facilitates the given reaction. (1) Reactant: Cl[C:2]1[N:11]=[C:10]2[C:5]([C:6](=[O:18])[C:7]([C:15]([OH:17])=[O:16])=[CH:8][N:9]2[CH:12]2[CH2:14][CH2:13]2)=[CH:4][C:3]=1[F:19].[F:20][C:21]1[CH:22]=[C:23]([N:35]2[CH2:39][C@H:38]([CH2:40][NH:41][C:42](=[O:44])[CH3:43])[O:37][C:36]2=[O:45])[CH:24]=[CH:25][C:26]=1[O:27][CH2:28][C:29]1([OH:34])[CH2:33][CH2:32][NH:31][CH2:30]1.C(N(CC)CC)C.C[Si](C)(C)Cl. Product: [C:42]([NH:41][CH2:40][C@@H:38]1[O:37][C:36](=[O:45])[N:35]([C:23]2[CH:24]=[CH:25][C:26]([O:27][CH2:28][C:29]3([OH:34])[CH2:33][CH2:32][N:31]([C:2]4[N:11]=[C:10]5[C:5]([C:6](=[O:18])[C:7]([C:15]([OH:17])=[O:16])=[CH:8][N:9]5[CH:12]5[CH2:14][CH2:13]5)=[CH:4][C:3]=4[F:19])[CH2:30]3)=[C:21]([F:20])[CH:22]=2)[CH2:39]1)(=[O:44])[CH3:43]. The catalyst class is: 60. (2) Reactant: [CH3:1][C:2]1[O:6][C:5](=[O:7])[N:4]([CH2:8][C:9]2[N:17]=[C:16]([C:18]([F:21])([F:20])[F:19])[CH:15]=[CH:14][C:10]=2[C:11]([OH:13])=O)[N:3]=1.ClC(N(C)C)=C(C)C.[C:30]1(=[O:37])[CH2:35][CH2:34][CH2:33][C:32](=[O:36])[CH2:31]1.C(N(CC)CC)C.CC(C)(O)C#N. Product: [OH:37][C:30]1[CH2:35][CH2:34][CH2:33][C:32](=[O:36])[C:31]=1[C:11]([C:10]1[C:9]([CH2:8][N:4]2[N:3]=[C:2]([CH3:1])[O:6][C:5]2=[O:7])=[N:17][C:16]([C:18]([F:21])([F:20])[F:19])=[CH:15][CH:14]=1)=[O:13]. The catalyst class is: 2.